This data is from Forward reaction prediction with 1.9M reactions from USPTO patents (1976-2016). The task is: Predict the product of the given reaction. (1) Given the reactants [Cl:1][C:2]1[C:7]([C:8]#[N:9])=[CH:6][N:5]=[C:4]2[CH:10]=[C:11](I)[S:12][C:3]=12.B(O)(O)[C:15]1[CH:20]=[CH:19][N:18]=[CH:17][CH:16]=1, predict the reaction product. The product is: [Cl:1][C:2]1[C:7]([C:8]#[N:9])=[CH:6][N:5]=[C:4]2[CH:10]=[C:11]([C:15]3[CH:20]=[CH:19][N:18]=[CH:17][CH:16]=3)[S:12][C:3]=12. (2) Given the reactants [CH:1]([C:3]1[CH:8]=[CH:7][C:6]([C:9]2[CH:14]=[CH:13][CH:12]=[C:11]([CH2:15][N:16]([CH3:25])[C:17](=[O:24])[C:18]3[CH:23]=[CH:22][CH:21]=[CH:20][CH:19]=3)[CH:10]=2)=[CH:5][CH:4]=1)=O.[S:26]1[CH2:30][C:29](=[O:31])[NH:28][C:27]1=[O:32].C(O)(=O)C.N1CCCCC1.C1(C)C=CC=CC=1, predict the reaction product. The product is: [O:32]=[C:27]1[NH:28][C:29](=[O:31])[C:30](=[CH:1][C:3]2[CH:4]=[CH:5][C:6]([C:9]3[CH:14]=[CH:13][CH:12]=[C:11]([CH2:15][N:16]([CH3:25])[C:17](=[O:24])[C:18]4[CH:19]=[CH:20][CH:21]=[CH:22][CH:23]=4)[CH:10]=3)=[CH:7][CH:8]=2)[S:26]1. (3) The product is: [NH2:5][C@@H:3]([CH3:4])[CH2:2][NH:1][C:17](=[O:18])[O:19][C:20]([CH3:23])([CH3:22])[CH3:21]. Given the reactants [NH2:1][CH2:2][CH:3]([NH2:5])[CH3:4].CCCCCCC=CCCC.[C:17](O[C:17]([O:19][C:20]([CH3:23])([CH3:22])[CH3:21])=[O:18])([O:19][C:20]([CH3:23])([CH3:22])[CH3:21])=[O:18].O, predict the reaction product. (4) Given the reactants [Cl:1][C:2]1[C:6]([Cl:7])=[C:5]([CH3:8])[NH:4][C:3]=1[C:9]([NH:11][CH:12]1[CH2:17][CH2:16][N:15]([N:18]2[CH:22]=[CH:21][C:20]([CH:23]=[O:24])=[CH:19]2)[CH2:14][CH2:13]1)=[O:10].[O-:25][Mn](=O)(=O)=O.[K+], predict the reaction product. The product is: [Cl:1][C:2]1[C:6]([Cl:7])=[C:5]([CH3:8])[NH:4][C:3]=1[C:9]([NH:11][CH:12]1[CH2:13][CH2:14][N:15]([N:18]2[CH:22]=[CH:21][C:20]([C:23]([OH:25])=[O:24])=[CH:19]2)[CH2:16][CH2:17]1)=[O:10].